This data is from Forward reaction prediction with 1.9M reactions from USPTO patents (1976-2016). The task is: Predict the product of the given reaction. (1) Given the reactants F[C:2]1[CH:7]=[CH:6][CH:5]=[CH:4][C:3]=1[N+:8]([O-:10])=[O:9].C(=O)([O-])[O-].[K+].[K+].[NH2:17][CH2:18][CH2:19][N:20]1[CH2:25][CH2:24][O:23][CH2:22][CH2:21]1, predict the reaction product. The product is: [N:20]1([CH2:19][CH2:18][NH:17][C:2]2[CH:7]=[CH:6][CH:5]=[CH:4][C:3]=2[N+:8]([O-:10])=[O:9])[CH2:25][CH2:24][O:23][CH2:22][CH2:21]1. (2) Given the reactants [C:1]([O:5][C:6]([N:8]1[CH2:13][CH2:12][CH:11]([CH:14]2[CH2:18][CH2:17][CH2:16][N:15]2[C:19]2[S:23][CH:22]=[C:21]([C:24]([OH:26])=O)[C:20]=2[CH3:27])[CH2:10][CH2:9]1)=[O:7])([CH3:4])([CH3:3])[CH3:2].Cl.[NH2:29][CH2:30][C:31]1[C:32](=[O:39])[NH:33][C:34]([CH3:38])=[CH:35][C:36]=1[CH3:37].CN1CCOCC1.C(Cl)CCl.C1C=NC2N(O)N=NC=2C=1, predict the reaction product. The product is: [CH3:37][C:36]1[CH:35]=[C:34]([CH3:38])[NH:33][C:32](=[O:39])[C:31]=1[CH2:30][NH:29][C:24]([C:21]1[C:20]([CH3:27])=[C:19]([N:15]2[CH2:16][CH2:17][CH2:18][CH:14]2[CH:11]2[CH2:10][CH2:9][N:8]([C:6]([O:5][C:1]([CH3:3])([CH3:4])[CH3:2])=[O:7])[CH2:13][CH2:12]2)[S:23][CH:22]=1)=[O:26]. (3) Given the reactants [C:1](OC(C)COC)(=O)C.C([O-])(=O)CCCCCCCCCCC.C([O-])(=O)CCCCCCCCCCC.C([Sn+2]CCCC)CCC.O=C=NC1CC(C)(C)[CH2:57][C:52]([CH3:62])([CH2:53][N:54]=[C:55]=O)[CH2:51]1.[C:63]([O:66][CH2:67][CH2:68][CH2:69]C)(=[O:65])[CH3:64], predict the reaction product. The product is: [CH3:1][C:68]1([CH3:69])[CH2:55][N:54]2[C:63]([CH3:64])([O:65][CH2:51][C:52]([CH3:62])([CH3:57])[CH2:53]2)[O:66][CH2:67]1. (4) Given the reactants C([N:8]1[CH2:17][CH2:16][C:15]2[C:10](=[CH:11][CH:12]=[CH:13][CH:14]=2)[C:9]1([C:24]1[CH:29]=[CH:28][CH:27]=[CH:26][CH:25]=1)[C:18]1[CH:23]=[CH:22][CH:21]=[CH:20][CH:19]=1)C1C=CC=CC=1, predict the reaction product. The product is: [C:24]1([C:9]2([C:18]3[CH:19]=[CH:20][CH:21]=[CH:22][CH:23]=3)[C:10]3[C:15](=[CH:14][CH:13]=[CH:12][CH:11]=3)[CH2:16][CH2:17][NH:8]2)[CH:25]=[CH:26][CH:27]=[CH:28][CH:29]=1.